Dataset: Forward reaction prediction with 1.9M reactions from USPTO patents (1976-2016). Task: Predict the product of the given reaction. Given the reactants [CH3:1][N:2]([C:12]1[CH:17]=[CH:16][C:15]([C:18](=[O:23])[C:19]([F:22])([F:21])[F:20])=[CH:14][CH:13]=1)[S:3]([C:6]1[CH:11]=[CH:10][CH:9]=[CH:8][CH:7]=1)(=[O:5])=[O:4].[CH3:24][CH:25]([CH3:29])[CH2:26][C:27]#[CH:28], predict the reaction product. The product is: [OH:23][C:18]([C:15]1[CH:16]=[CH:17][C:12]([N:2]([CH3:1])[S:3]([C:6]2[CH:7]=[CH:8][CH:9]=[CH:10][CH:11]=2)(=[O:5])=[O:4])=[CH:13][CH:14]=1)([C:19]([F:21])([F:22])[F:20])[C:28]#[C:27][CH2:26][CH:25]([CH3:29])[CH3:24].